Dataset: Peptide-MHC class II binding affinity with 134,281 pairs from IEDB. Task: Regression. Given a peptide amino acid sequence and an MHC pseudo amino acid sequence, predict their binding affinity value. This is MHC class II binding data. (1) The peptide sequence is DLPIYTNRSIVVSYA. The MHC is H-2-IAd with pseudo-sequence H-2-IAd. The binding affinity (normalized) is 0.760. (2) The peptide sequence is TRGAVLTYNGKRLEP. The MHC is DRB5_0101 with pseudo-sequence DRB5_0101. The binding affinity (normalized) is 0.464. (3) The MHC is HLA-DQA10301-DQB10302 with pseudo-sequence HLA-DQA10301-DQB10302. The peptide sequence is VWQHDRVEIIANDQG. The binding affinity (normalized) is 0.315. (4) The binding affinity (normalized) is 0.665. The MHC is HLA-DPA10201-DPB11401 with pseudo-sequence HLA-DPA10201-DPB11401. The peptide sequence is DSNYKLAVDGLLSKV. (5) The peptide sequence is LMRNHLRDLMGVPYC. The MHC is DRB1_0101 with pseudo-sequence DRB1_0101. The binding affinity (normalized) is 0.402. (6) The peptide sequence is INFPTAAAIAYGLDR. The MHC is HLA-DQA10501-DQB10301 with pseudo-sequence HLA-DQA10501-DQB10301. The binding affinity (normalized) is 0.700. (7) The peptide sequence is PRSPTVFYNIPPMPLPPSQL. The MHC is DRB1_1201 with pseudo-sequence DRB1_1201. The binding affinity (normalized) is 0.188. (8) The peptide sequence is QGFIFFFLFNILTGK. The MHC is DRB3_0101 with pseudo-sequence DRB3_0101. The binding affinity (normalized) is 0.